The task is: Predict the reaction yield, written as a fraction of the theoretical maximum amount of product (1.0 means a 100% yield; for example, 0.34 means a 34% yield).. This data is from Reaction yield outcomes from USPTO patents with 853,638 reactions. (1) The reactants are [NH2:1][C:2]1[C:9](Br)=[CH:8][C:7](Br)=[CH:6][C:3]=1[C:4]#[N:5].[CH3:12][O:13][C:14]1[CH:19]=[CH:18][C:17](B(O)O)=[CH:16][CH:15]=1.[F-].[Cs+]. The catalyst is [Pd].C1(P(C2C=CC=CC=2)C2C=CC=CC=2)C=CC=CC=1.C1(P(C2C=CC=CC=2)C2C=CC=CC=2)C=CC=CC=1.C1(P(C2C=CC=CC=2)C2C=CC=CC=2)C=CC=CC=1.C1(P(C2C=CC=CC=2)C2C=CC=CC=2)C=CC=CC=1. The product is [NH2:1][C:2]1[C:3]([C:4]#[N:5])=[CH:6][C:7]([C:17]2[CH:18]=[CH:19][C:14]([O:13][CH3:12])=[CH:15][CH:16]=2)=[CH:8][C:9]=1[C:17]1[CH:18]=[CH:19][C:14]([O:13][CH3:12])=[CH:15][CH:16]=1. The yield is 0.890. (2) The reactants are [C:1]([C:3]1[C:11]2[C:6](=[CH:7][CH:8]=[C:9]([CH2:12][CH:13]3[CH2:15][CH:14]3[C:16]([OH:18])=O)[CH:10]=2)[NH:5][CH:4]=1)#[N:2].Cl.[CH3:20][N:21](C)[OH:22].Cl.[CH3:25]N(C)CCCN=C=NCC.C(N(CC)CC)C. The catalyst is ClCCl. The product is [CH3:25][O:22][N:21]([CH3:20])[C:16]([CH:14]1[CH2:15][CH:13]1[CH2:12][C:9]1[CH:10]=[C:11]2[C:6](=[CH:7][CH:8]=1)[NH:5][CH:4]=[C:3]2[C:1]#[N:2])=[O:18]. The yield is 0.790. (3) The reactants are [Br:1][C:2]1[CH:10]=[C:6]([C:7]([OH:9])=O)[C:5]([OH:11])=[CH:4][CH:3]=1.[CH3:12][O:13][C:14](=[O:28])[CH2:15][C:16]1[S:20][C:19]([NH2:21])=[N:18][C:17]=1[C:22]1[CH:27]=[CH:26][CH:25]=[CH:24][CH:23]=1. No catalyst specified. The product is [CH3:12][O:13][C:14](=[O:28])[CH2:15][C:16]1[S:20][C:19]([NH:21][C:7](=[O:9])[C:6]2[CH:10]=[C:2]([Br:1])[CH:3]=[CH:4][C:5]=2[OH:11])=[N:18][C:17]=1[C:22]1[CH:27]=[CH:26][CH:25]=[CH:24][CH:23]=1. The yield is 0.321. (4) The reactants are I[C:2]1[CH:7]=[CH:6][C:5]([CH3:8])=[CH:4][CH:3]=1.[O-]P([O-])([O-])=O.[K+].[K+].[K+].[NH2:17][CH2:18][CH2:19][CH2:20][NH:21][CH2:22][CH2:23][CH2:24][CH2:25][NH2:26].[CH2:27](O)[CH2:28]O.N. The catalyst is O.[Cu]I.C(O)(C)C. The yield is 0.730. The product is [CH3:8][C:5]1[CH:6]=[CH:7][C:2]([NH:26][CH2:25][CH2:24][CH2:23][CH2:22][NH:21][CH2:20][CH2:19][CH2:18][NH:17][C:2]2[CH:7]=[CH:6][C:27]([CH3:28])=[CH:4][CH:3]=2)=[CH:3][CH:4]=1.